Task: Predict which catalyst facilitates the given reaction.. Dataset: Catalyst prediction with 721,799 reactions and 888 catalyst types from USPTO (1) Reactant: C(OC([N:11]1[CH2:16][CH2:15][NH:14][C:13](=[O:17])[CH2:12]1)=O)C1C=CC=CC=1.[H-].[Na+].[H][H].Br[CH2:23][C:24]([C:26]12[CH2:35][CH:30]3[CH2:31][CH:32]([CH2:34][CH:28]([CH2:29]3)[CH2:27]1)[CH2:33]2)=[O:25]. Product: [O:25]=[C:24]([C:26]12[CH2:35][CH:30]3[CH2:31][CH:32]([CH2:34][CH:28]([CH2:29]3)[CH2:27]1)[CH2:33]2)[CH2:23][N:14]1[CH2:15][CH2:16][NH:11][CH2:12][C:13]1=[O:17]. The catalyst class is: 145. (2) Reactant: [CH2:1]([O:3][C:4](=[O:20])[CH2:5][C@H:6]1[C:14]2[C:9](=[CH:10][C:11]([O:15][CH2:16][CH2:17][CH2:18]Br)=[CH:12][CH:13]=2)[CH2:8][CH2:7]1)[CH3:2].[Br:21][C:22]1[CH:27]=[CH:26][C:25]([OH:28])=[C:24]([O:29][CH3:30])[CH:23]=1.C([O-])([O-])=O.[Cs+].[Cs+]. Product: [Br:21][C:22]1[CH:27]=[CH:26][C:25]([O:28][CH2:18][CH2:17][CH2:16][O:15][C:11]2[CH:10]=[C:9]3[C:14](=[CH:13][CH:12]=2)[C@H:6]([CH2:5][C:4]([O:3][CH2:1][CH3:2])=[O:20])[CH2:7][CH2:8]3)=[C:24]([O:29][CH3:30])[CH:23]=1. The catalyst class is: 18. (3) Reactant: [I-].[C:2]([O:6][C:7]([N:9]1[CH2:14][CH2:13][CH:12]([CH2:15][P+](C2C=CC=CC=2)(C2C=CC=CC=2)C2C=CC=CC=2)[CH2:11][CH2:10]1)=[O:8])([CH3:5])([CH3:4])[CH3:3].C1(C)C=CC=CC=1.C[Si]([N-][Si](C)(C)C)(C)C.[K+].[F:52][C:53]([F:64])([C:58]1[CH:63]=[CH:62][CH:61]=[CH:60][N:59]=1)[CH:54](OC)O. Product: [C:2]([O:6][C:7]([N:9]1[CH2:10][CH2:11][CH:12]([CH:15]=[CH:54][C:53]([F:64])([F:52])[C:58]2[CH:63]=[CH:62][CH:61]=[CH:60][N:59]=2)[CH2:13][CH2:14]1)=[O:8])([CH3:3])([CH3:4])[CH3:5]. The catalyst class is: 1. (4) Reactant: C([O:5][C:6](=[O:50])[C@@H:7]([NH:13][C:14]([O:16][CH2:17][C:18]([CH3:49])([CH3:48])[CH2:19][CH:20]1[CH2:22][CH:21]1[C:23]1[CH:24]=[C:25]2[C:30](=[CH:31][C:32]=1[O:33][CH3:34])[N:29]=[C:28]([O:35][CH2:36][CH3:37])[CH:27]=[C:26]2[O:38][C@H:39]1[CH2:43][NH:42][C@H:41]([C:44]([O:46][CH3:47])=[O:45])[CH2:40]1)=[O:15])[CH:8]1[CH2:12][CH2:11][CH2:10][CH2:9]1)(C)(C)C.[ClH:51]. Product: [ClH:51].[ClH:51].[CH:8]1([C@H:7]([NH:13][C:14]([O:16][CH2:17][C:18]([CH3:48])([CH3:49])[CH2:19][CH:20]2[CH2:22][CH:21]2[C:23]2[CH:24]=[C:25]3[C:30](=[CH:31][C:32]=2[O:33][CH3:34])[N:29]=[C:28]([O:35][CH2:36][CH3:37])[CH:27]=[C:26]3[O:38][C@@H:39]2[CH2:40][C@@H:41]([C:44]([O:46][CH3:47])=[O:45])[NH:42][CH2:43]2)=[O:15])[C:6]([OH:50])=[O:5])[CH2:9][CH2:10][CH2:11][CH2:12]1. The catalyst class is: 12. (5) Reactant: Br[C:2]1[CH:17]=[CH:16][C:5]([O:6][CH2:7][CH2:8][N:9]2[CH2:14][CH2:13][N:12]([CH3:15])[CH2:11][CH2:10]2)=[C:4]([Cl:18])[C:3]=1[Cl:19].C(=O)=O.CC(C)=O.[Li]CCCC.C(O[B:36]1[O:40][C:39]([CH3:42])([CH3:41])[C:38]([CH3:44])([CH3:43])[O:37]1)(C)C. Product: [Cl:18][C:4]1[C:3]([Cl:19])=[C:2]([B:36]2[O:40][C:39]([CH3:42])([CH3:41])[C:38]([CH3:44])([CH3:43])[O:37]2)[CH:17]=[CH:16][C:5]=1[O:6][CH2:7][CH2:8][N:9]1[CH2:14][CH2:13][N:12]([CH3:15])[CH2:11][CH2:10]1. The catalyst class is: 1.